Task: Regression. Given a peptide amino acid sequence and an MHC pseudo amino acid sequence, predict their binding affinity value. This is MHC class II binding data.. Dataset: Peptide-MHC class II binding affinity with 134,281 pairs from IEDB (1) The peptide sequence is SVVVQDPKNVYQRGT. The MHC is HLA-DQA10201-DQB10402 with pseudo-sequence HLA-DQA10201-DQB10402. The binding affinity (normalized) is 0. (2) The peptide sequence is GVLVATNFFGINTIP. The MHC is DRB1_0101 with pseudo-sequence DRB1_0101. The binding affinity (normalized) is 0.580. (3) The peptide sequence is IARLPQVASYVYRRI. The MHC is DRB3_0202 with pseudo-sequence DRB3_0202. The binding affinity (normalized) is 0.373. (4) The peptide sequence is AAFQGAHARFVAAAA. The MHC is DRB3_0202 with pseudo-sequence DRB3_0202. The binding affinity (normalized) is 0.500.